From a dataset of Forward reaction prediction with 1.9M reactions from USPTO patents (1976-2016). Predict the product of the given reaction. (1) Given the reactants [CH3:1][O:2][C:3]1[CH:4]=[C:5]([CH:8]=[CH:9][CH:10]=1)[CH2:6][OH:7].[N+](=[CH:13][C:14]([O:16][CH2:17][CH3:18])=[O:15])=[N-], predict the reaction product. The product is: [CH2:17]([O:16][C:14](=[O:15])[CH2:13][O:7][CH2:6][C:5]1[CH:8]=[CH:9][CH:10]=[C:3]([O:2][CH3:1])[CH:4]=1)[CH3:18]. (2) The product is: [Cl:23][C:20]1[CH:21]=[CH:22][C:17]([CH2:16][NH:15][C:40]([C:37]2[N:38]=[CH:39][NH:35][N:36]=2)=[O:42])=[C:18]([F:34])[C:19]=1[O:24][C:25]1[C:26]([C:9]#[N:11])=[CH:27][CH:30]=[C:31]([Cl:33])[CH:32]=1. Given the reactants C(Cl)CCl.C1C=CC2N(O)N=[N:11][C:9]=2C=1.[NH2:15][CH2:16][C:17]1[C:18]([F:34])=[C:19]([O:24][C:25]2[CH:26]=[C:27]([CH:30]=[C:31]([Cl:33])[CH:32]=2)C#N)[C:20]([Cl:23])=[CH:21][CH:22]=1.[NH:35]1[CH:39]=[N:38][C:37]([C:40]([OH:42])=O)=[N:36]1, predict the reaction product. (3) Given the reactants [NH2:1][C:2]1[N:7]=[CH:6][C:5]([C:8]#[N:9])=[CH:4][CH:3]=1.Cl[C:11]([O:13][CH2:14][CH2:15][O:16][CH2:17][CH2:18][O:19][CH3:20])=[O:12].C(N(CC)C(C)C)(C)C, predict the reaction product. The product is: [C:8]([C:5]1[CH:4]=[CH:3][C:2]([NH:1][C:11](=[O:12])[O:13][CH2:14][CH2:15][O:16][CH2:17][CH2:18][O:19][CH3:20])=[N:7][CH:6]=1)#[N:9]. (4) Given the reactants Cl.[Br:2][C:3]1[C:4]([O:10][CH3:11])=[C:5]([CH:7]=[CH:8][CH:9]=1)[NH2:6].[N:12]([O-])=O.[Na+].[CH2:16]([O:18][C:19](=[O:24])[CH2:20][C:21]([CH3:23])=[O:22])[CH3:17].C(=O)(O)[O-].[Na+], predict the reaction product. The product is: [Br:2][C:3]1[C:4]([O:10][CH3:11])=[C:5]([NH:6][N:12]=[C:20]([C:21](=[O:22])[CH3:23])[C:19]([O:18][CH2:16][CH3:17])=[O:24])[CH:7]=[CH:8][CH:9]=1. (5) Given the reactants CS(C)=O.[C:5]([O:9][C:10]([N:12]1[CH2:17][C@H:16]([O:18][CH2:19][C:20]2[CH:25]=[CH:24][CH:23]=[CH:22][CH:21]=2)[CH2:15][CH2:14][C@@H:13]1[CH2:26][OH:27])=[O:11])([CH3:8])([CH3:7])[CH3:6].C(N(CC)CC)C, predict the reaction product. The product is: [C:5]([O:9][C:10]([N:12]1[CH2:17][C@H:16]([O:18][CH2:19][C:20]2[CH:21]=[CH:22][CH:23]=[CH:24][CH:25]=2)[CH2:15][CH2:14][C@@H:13]1[CH:26]=[O:27])=[O:11])([CH3:8])([CH3:7])[CH3:6]. (6) Given the reactants [NH2:1][C:2]1[CH:3]=[C:4]2[C:8](=[CH:9][CH:10]=1)[NH:7][N:6]=[CH:5]2.O1CCCC1.[F:16][C:17]1[CH:18]=[C:19]([S:23](Cl)(=[O:25])=[O:24])[CH:20]=[CH:21][CH:22]=1, predict the reaction product. The product is: [F:16][C:17]1[CH:18]=[C:19]([S:23]([NH:1][C:2]2[CH:3]=[C:4]3[C:8](=[CH:9][CH:10]=2)[NH:7][N:6]=[CH:5]3)(=[O:25])=[O:24])[CH:20]=[CH:21][CH:22]=1.